From a dataset of HIV replication inhibition screening data with 41,000+ compounds from the AIDS Antiviral Screen. Binary Classification. Given a drug SMILES string, predict its activity (active/inactive) in a high-throughput screening assay against a specified biological target. (1) The molecule is O=C(c1ccc(Br)cc1)n1c2ccc(Br)cc2c2nc3ccccc3nc21. The result is 0 (inactive). (2) The molecule is COc1cc2c(cc1OC)CCN=C2. The result is 0 (inactive). (3) The compound is COc1ccccc1C=C1SC(=S)N(C=C2C(=O)Oc3ccccc3C2=O)C1=O. The result is 0 (inactive). (4) The drug is O=C(OC(CC[PH](c1ccccc1)(c1ccccc1)c1ccccc1)(C(=O)c1ccccc1)c1ccccc1)c1ccccc1. The result is 0 (inactive). (5) The drug is COc1ccc(CCNCCCC2c3ccccc3-c3ccccc32)cc1OC. The result is 0 (inactive). (6) The molecule is O=C1c2cccc3cc([N+](=O)[O-])cc(c23)C(=O)N1Nc1ccc([N+](=O)[O-])cc1[N+](=O)[O-]. The result is 0 (inactive).